The task is: Predict the reactants needed to synthesize the given product.. This data is from Full USPTO retrosynthesis dataset with 1.9M reactions from patents (1976-2016). (1) Given the product [CH3:1][C:2]([NH:9][C:10]([C:12]1[CH:17]=[CH:16][C:15]([N:30]2[CH2:31][C:28]([F:32])([F:27])[CH2:29]2)=[C:14]([O:19][CH2:20][C:21]2([CH3:25])[CH2:24][O:23][CH2:22]2)[N:13]=1)=[O:11])([C:4]1[S:5][CH:6]=[CH:7][N:8]=1)[CH3:3], predict the reactants needed to synthesize it. The reactants are: [CH3:1][C:2]([NH:9][C:10]([C:12]1[CH:17]=[CH:16][C:15](Br)=[C:14]([O:19][CH2:20][C:21]2([CH3:25])[CH2:24][O:23][CH2:22]2)[N:13]=1)=[O:11])([C:4]1[S:5][CH:6]=[CH:7][N:8]=1)[CH3:3].Cl.[F:27][C:28]1([F:32])[CH2:31][NH:30][CH2:29]1. (2) Given the product [C:10]([O:9][C:7]([N:5]1[CH2:6][C@@H:2]([CH3:1])[CH2:3][C@H:4]1[C:14]1[NH:18][C:17]([C:19]2[CH:24]=[CH:23][C:22]([C:35]3[CH:40]=[CH:39][C:38]([C:41]4[S:61][C:44]5[N:45]=[C:46]([C@@H:48]6[CH2:52][C@H:51]([CH3:53])[CH2:50][N:49]6[C:54]([O:56][C:57]([CH3:60])([CH3:59])[CH3:58])=[O:55])[NH:47][C:43]=5[CH:42]=4)=[CH:37][CH:36]=3)=[CH:21][CH:20]=2)=[CH:16][N:15]=1)=[O:8])([CH3:12])([CH3:13])[CH3:11], predict the reactants needed to synthesize it. The reactants are: [CH3:1][C@@H:2]1[CH2:6][N:5]([C:7]([O:9][C:10]([CH3:13])([CH3:12])[CH3:11])=[O:8])[C@H:4]([C:14]2[NH:15][CH:16]=[C:17]([C:19]3[CH:24]=[CH:23][C:22](B4OC(C)(C)C(C)(C)O4)=[CH:21][CH:20]=3)[N:18]=2)[CH2:3]1.Br[C:35]1[CH:40]=[CH:39][C:38]([C:41]2[S:61][C:44]3[N:45]=[C:46]([CH:48]4[CH2:52][CH:51]([CH3:53])[CH2:50][N:49]4[C:54]([O:56][C:57]([CH3:60])([CH3:59])[CH3:58])=[O:55])[NH:47][C:43]=3[CH:42]=2)=[CH:37][CH:36]=1.C([O-])(O)=O.[Na+].N#N. (3) Given the product [CH3:20][O:19][CH2:18][O:21][CH2:22][CH2:23][O:1][C:2]1[CH:14]=[CH:13][C:5]([CH2:6][C@H:7]2[CH2:11][O:10][C:9](=[O:12])[NH:8]2)=[CH:4][CH:3]=1, predict the reactants needed to synthesize it. The reactants are: [OH:1][C:2]1[CH:14]=[CH:13][C:5]([CH2:6][C@H:7]2[CH2:11][O:10][C:9](=[O:12])[NH:8]2)=[CH:4][CH:3]=1.BrCC[CH:18]([O:21][CH:22](OC)[CH2:23]CBr)[O:19][CH3:20]. (4) The reactants are: I[CH2:2][CH2:3][CH2:4][C:5]([F:8])([F:7])[F:6].[C:9]([O-:12])(=[S:11])[CH3:10].[K+].Cl. Given the product [C:9]([O:12][CH2:2][CH2:3][CH2:4][C:5]([F:8])([F:7])[F:6])(=[S:11])[CH3:10], predict the reactants needed to synthesize it. (5) Given the product [C:13]([NH:1][C:2]1[CH:3]=[C:4]([CH:10]=[CH:11][CH:12]=1)[C:5]([O:7][CH2:8][CH3:9])=[O:6])(=[O:18])[CH2:14][CH2:15][CH2:16][CH3:17], predict the reactants needed to synthesize it. The reactants are: [NH2:1][C:2]1[CH:3]=[C:4]([CH:10]=[CH:11][CH:12]=1)[C:5]([O:7][CH2:8][CH3:9])=[O:6].[C:13](Cl)(=[O:18])[CH2:14][CH2:15][CH2:16][CH3:17].C(=O)([O-])O.[Na+]. (6) The reactants are: [C:1]([N:4]1[CH2:9][CH2:8][N:7]([CH:10]([C:14]2[CH:19]=[CH:18][CH:17]=[CH:16][CH:15]=2)[C:11]([OH:13])=[O:12])[CH2:6][CH2:5]1)(=[O:3])[CH3:2].C1CCC(N=C=NC2CCCCC2)CC1.C1C=CC2N(O)N=NC=2C=1.[N:45]12[CH2:52][CH2:51][CH:48]([CH2:49][CH2:50]1)[C@@H:47](O)[CH2:46]2. Given the product [C:1]([N:4]1[CH2:9][CH2:8][N:7]([CH:10]([C:14]2[CH:19]=[CH:18][CH:17]=[CH:16][CH:15]=2)[C:11]([O:13][C@@H:47]2[CH:48]3[CH2:51][CH2:52][N:45]([CH2:50][CH2:49]3)[CH2:46]2)=[O:12])[CH2:6][CH2:5]1)(=[O:3])[CH3:2], predict the reactants needed to synthesize it.